From a dataset of Forward reaction prediction with 1.9M reactions from USPTO patents (1976-2016). Predict the product of the given reaction. Given the reactants Cl[C:2]1[CH:3]=[C:4]2[C:9](=[CH:10][CH:11]=1)[N:8]=[C:7]([CH3:12])[C:6]([CH3:13])=[C:5]2[N:14]1[C:27]2[C:22](=[CH:23][CH:24]=[C:25]([N:28]3[CH2:33][CH2:32][O:31][CH2:30][CH2:29]3)[CH:26]=2)[C:16]2([CH2:21][CH2:20][O:19][CH2:18][CH2:17]2)[CH2:15]1.C(N(CC)CC)C, predict the reaction product. The product is: [CH3:12][C:7]1[C:6]([CH3:13])=[C:5]([N:14]2[C:27]3[C:22](=[CH:23][CH:24]=[C:25]([N:28]4[CH2:29][CH2:30][O:31][CH2:32][CH2:33]4)[CH:26]=3)[C:16]3([CH2:17][CH2:18][O:19][CH2:20][CH2:21]3)[CH2:15]2)[C:4]2[C:9](=[CH:10][CH:11]=[CH:2][CH:3]=2)[N:8]=1.